This data is from Catalyst prediction with 721,799 reactions and 888 catalyst types from USPTO. The task is: Predict which catalyst facilitates the given reaction. (1) Reactant: [Cl:1][C:2]1[CH:3]=[C:4]([C@@H:12]([CH2:33][CH:34]2[CH2:38][CH2:37][CH2:36][CH2:35]2)[C:13]([NH:15][C:16]2[CH:21]=[N:20][C:19]([NH:22][CH2:23][CH2:24][O:25][Si](CC)(CC)CC)=[CH:18][N:17]=2)=[O:14])[CH:5]=[CH:6][C:7]=1[S:8]([CH3:11])(=[O:10])=[O:9].C(O)(=O)C. Product: [Cl:1][C:2]1[CH:3]=[C:4]([C@@H:12]([CH2:33][CH:34]2[CH2:35][CH2:36][CH2:37][CH2:38]2)[C:13]([NH:15][C:16]2[CH:21]=[N:20][C:19]([NH:22][CH2:23][CH2:24][OH:25])=[CH:18][N:17]=2)=[O:14])[CH:5]=[CH:6][C:7]=1[S:8]([CH3:11])(=[O:10])=[O:9]. The catalyst class is: 30. (2) Reactant: [CH2:1]([O:8][C:9]1[CH:14]=[C:13](I)[CH:12]=[CH:11][C:10]=1[N:16]1[S:20](=[O:22])(=[O:21])[NH:19][C:18](=[O:23])[CH2:17]1)[C:2]1[CH:7]=[CH:6][CH:5]=[CH:4][CH:3]=1.[NH:24]1[CH:28]=[C:27](B(O)O)[CH:26]=[N:25]1.C([O-])([O-])=O.[Na+].[Na+]. Product: [CH2:1]([O:8][C:9]1[CH:14]=[C:13]([C:27]2[CH:28]=[N:24][NH:25][CH:26]=2)[CH:12]=[CH:11][C:10]=1[N:16]1[S:20](=[O:22])(=[O:21])[NH:19][C:18](=[O:23])[CH2:17]1)[C:2]1[CH:7]=[CH:6][CH:5]=[CH:4][CH:3]=1. The catalyst class is: 57. (3) Reactant: C([Li])CCC.[C:6]([Si:10]([CH3:20])([CH3:19])[O:11][CH2:12][CH2:13][C:14]1[S:15][CH:16]=[CH:17][CH:18]=1)([CH3:9])([CH3:8])[CH3:7].CN([CH:24]=[O:25])C. Product: [Si:10]([O:11][CH2:12][CH2:13][C:14]1[S:15][C:16]([CH:24]=[O:25])=[CH:17][CH:18]=1)([C:6]([CH3:7])([CH3:9])[CH3:8])([CH3:20])[CH3:19]. The catalyst class is: 7. (4) Reactant: [C:1]([O:5][C:6](=[O:31])[CH2:7][O:8][C:9]1[C:17]([CH2:18]Cl)=[C:16]2[C:12]([CH:13]=[N:14][N:15]2[CH2:20][C@H:21]([O:23][Si:24]([C:27]([CH3:30])([CH3:29])[CH3:28])([CH3:26])[CH3:25])[CH3:22])=[CH:11][CH:10]=1)([CH3:4])([CH3:3])[CH3:2].[H-].[Na+].C(=O)(O)[O-].[Na+]. Product: [C:1]([O:5][C:6]([CH:7]1[O:8][C:9]2=[CH:10][CH:11]=[C:12]3[C:16]([N:15]([CH2:20][C@H:21]([O:23][Si:24]([C:27]([CH3:30])([CH3:29])[CH3:28])([CH3:26])[CH3:25])[CH3:22])[N:14]=[CH:13]3)=[C:17]2[CH2:18]1)=[O:31])([CH3:4])([CH3:3])[CH3:2]. The catalyst class is: 60. (5) Reactant: [Cl:1][C:2]1[CH:10]=[N:9][CH:8]=[CH:7][C:3]=1[C:4]([OH:6])=[O:5].[CH2:11](O)[CH3:12].CCN(C(C)C)C(C)C. Product: [CH2:11]([O:5][C:4](=[O:6])[C:3]1[CH:7]=[CH:8][N:9]=[CH:10][C:2]=1[Cl:1])[CH3:12]. The catalyst class is: 309. (6) Reactant: Cl[C:2]1[C:11]2[C:10](=[O:12])[N:9]([CH2:13][C@@H:14]3[CH2:18][O:17]C(C)(C)[O:15]3)[CH:8]=[N:7][C:6]=2[N:5]([CH3:21])[C:4](=[O:22])[C:3]=1[CH3:23].[F:24][C:25]1[CH:31]=[C:30]([I:32])[CH:29]=[CH:28][C:26]=1[NH2:27].CC1(C)C2C=CC=C(P(C3C=CC=CC=3)C3C=CC=CC=3)C=2OC2C1=CC=CC=2P(C1C=CC=CC=1)C1C=CC=CC=1.CC(C)([O-])C.[Na+]. Product: [OH:15][C@@H:14]([CH2:18][OH:17])[CH2:13][N:9]1[C:10](=[O:12])[C:11]2[C:2]([NH:27][C:26]3[CH:28]=[CH:29][C:30]([I:32])=[CH:31][C:25]=3[F:24])=[C:3]([CH3:23])[C:4](=[O:22])[N:5]([CH3:21])[C:6]=2[N:7]=[CH:8]1. The catalyst class is: 62. (7) Reactant: [CH3:1][N:2]1[CH2:7][CH2:6][N:5]([C:8]2[CH:13]=[CH:12][C:11]([NH:14][C:15]3[N:16]=[CH:17][C:18]4[C:24](=[O:25])[C:23]([C:26]#[N:27])=[CH:22][N:21]([C:28]5[CH:33]=[CH:32][CH:31]=[CH:30][CH:29]=5)[C:19]=4[N:20]=3)=[CH:10][CH:9]=2)[CH2:4][CH2:3]1.[OH-:34].[K+].O. Product: [CH3:1][N:2]1[CH2:3][CH2:4][N:5]([C:8]2[CH:9]=[CH:10][C:11]([NH:14][C:15]3[N:16]=[CH:17][C:18]4[C:24](=[O:25])[C:23]([C:26]([NH2:27])=[O:34])=[CH:22][N:21]([C:28]5[CH:33]=[CH:32][CH:31]=[CH:30][CH:29]=5)[C:19]=4[N:20]=3)=[CH:12][CH:13]=2)[CH2:6][CH2:7]1. The catalyst class is: 107. (8) Reactant: [CH2:1]([O:8][C:9]1[CH:10]=[C:11]2[C:16](=[CH:17][C:18]=1[O:19][CH3:20])[CH:15]([CH2:21]S(C1N(C3C=CC=CC=3)N=NN=1)(=O)=O)[N:14](C(OC(C)(C)C)=O)[CH2:13][CH2:12]2)[C:2]1[CH:7]=[CH:6][CH:5]=[CH:4][CH:3]=1.[CH3:43][O:44][C:45]1[CH:52]=[CH:51][C:48]([CH:49]=O)=[CH:47][C:46]=1[CH3:53]. Product: [CH2:1]([O:8][C:9]1[CH:10]=[C:11]2[C:16](=[CH:17][C:18]=1[O:19][CH3:20])[CH:15](/[CH:21]=[CH:49]/[C:48]1[CH:51]=[CH:52][C:45]([O:44][CH3:43])=[C:46]([CH3:53])[CH:47]=1)[NH:14][CH2:13][CH2:12]2)[C:2]1[CH:7]=[CH:6][CH:5]=[CH:4][CH:3]=1. The catalyst class is: 1. (9) Reactant: [N:1]1([C:6]2[CH:13]=[CH:12][C:9]([C:10]#[N:11])=[CH:8][CH:7]=2)[CH:5]=[CH:4][N:3]=[CH:2]1.[H-].[H-].[H-].[H-].[Li+].[Al+3].C1COCC1. Product: [N:1]1([C:6]2[CH:7]=[CH:8][C:9]([CH2:10][NH2:11])=[CH:12][CH:13]=2)[CH:5]=[CH:4][N:3]=[CH:2]1. The catalyst class is: 1. (10) Reactant: [C:1]1([C:30]2[CH:35]=[CH:34][CH:33]=[CH:32][CH:31]=2)[CH:6]=[CH:5][C:4]([C:7]2[C:27]([F:28])=[CH:26][C:10]3[NH:11][C:12]([O:14][CH:15]4[CH2:20][CH2:19][CH:18]([C:21]([O:23]CC)=[O:22])[CH2:17][CH2:16]4)=[N:13][C:9]=3[C:8]=2[F:29])=[CH:3][CH:2]=1.C[Si](C)(C)[O-].[K+]. Product: [C:1]1([C:30]2[CH:31]=[CH:32][CH:33]=[CH:34][CH:35]=2)[CH:2]=[CH:3][C:4]([C:7]2[C:27]([F:28])=[CH:26][C:10]3[NH:11][C:12]([O:14][CH:15]4[CH2:20][CH2:19][CH:18]([C:21]([OH:23])=[O:22])[CH2:17][CH2:16]4)=[N:13][C:9]=3[C:8]=2[F:29])=[CH:5][CH:6]=1. The catalyst class is: 1.